Dataset: NCI-60 drug combinations with 297,098 pairs across 59 cell lines. Task: Regression. Given two drug SMILES strings and cell line genomic features, predict the synergy score measuring deviation from expected non-interaction effect. (1) Drug 1: C1CCN(CC1)CCOC2=CC=C(C=C2)C(=O)C3=C(SC4=C3C=CC(=C4)O)C5=CC=C(C=C5)O. Drug 2: CCCCC(=O)OCC(=O)C1(CC(C2=C(C1)C(=C3C(=C2O)C(=O)C4=C(C3=O)C=CC=C4OC)O)OC5CC(C(C(O5)C)O)NC(=O)C(F)(F)F)O. Cell line: SK-MEL-5. Synergy scores: CSS=-6.88, Synergy_ZIP=5.24, Synergy_Bliss=3.02, Synergy_Loewe=-2.24, Synergy_HSA=-3.51. (2) Drug 1: C1=NC2=C(N1)C(=S)N=C(N2)N. Drug 2: C#CCC(CC1=CN=C2C(=N1)C(=NC(=N2)N)N)C3=CC=C(C=C3)C(=O)NC(CCC(=O)O)C(=O)O. Cell line: LOX IMVI. Synergy scores: CSS=52.3, Synergy_ZIP=-5.12, Synergy_Bliss=-9.42, Synergy_Loewe=-6.46, Synergy_HSA=-5.87. (3) Drug 1: C1=NC2=C(N=C(N=C2N1C3C(C(C(O3)CO)O)O)F)N. Drug 2: C1CCC(C(C1)N)N.C(=O)(C(=O)[O-])[O-].[Pt+4]. Cell line: EKVX. Synergy scores: CSS=5.08, Synergy_ZIP=-1.77, Synergy_Bliss=1.21, Synergy_Loewe=-0.857, Synergy_HSA=1.33. (4) Drug 1: CC1CCC2CC(C(=CC=CC=CC(CC(C(=O)C(C(C(=CC(C(=O)CC(OC(=O)C3CCCCN3C(=O)C(=O)C1(O2)O)C(C)CC4CCC(C(C4)OC)OCCO)C)C)O)OC)C)C)C)OC. Drug 2: C1CN(CCN1C(=O)CCBr)C(=O)CCBr. Cell line: MALME-3M. Synergy scores: CSS=33.0, Synergy_ZIP=-1.82, Synergy_Bliss=-2.34, Synergy_Loewe=-26.7, Synergy_HSA=-1.31. (5) Drug 1: CN(C)N=NC1=C(NC=N1)C(=O)N. Drug 2: COCCOC1=C(C=C2C(=C1)C(=NC=N2)NC3=CC=CC(=C3)C#C)OCCOC.Cl. Cell line: OVCAR3. Synergy scores: CSS=19.2, Synergy_ZIP=-3.52, Synergy_Bliss=1.06, Synergy_Loewe=-8.47, Synergy_HSA=2.35. (6) Drug 1: CS(=O)(=O)C1=CC(=C(C=C1)C(=O)NC2=CC(=C(C=C2)Cl)C3=CC=CC=N3)Cl. Drug 2: CC1=C(C(CCC1)(C)C)C=CC(=CC=CC(=CC(=O)O)C)C. Cell line: SK-MEL-5. Synergy scores: CSS=13.5, Synergy_ZIP=1.19, Synergy_Bliss=12.1, Synergy_Loewe=9.23, Synergy_HSA=8.84. (7) Drug 1: CC1C(C(=O)NC(C(=O)N2CCCC2C(=O)N(CC(=O)N(C(C(=O)O1)C(C)C)C)C)C(C)C)NC(=O)C3=C4C(=C(C=C3)C)OC5=C(C(=O)C(=C(C5=N4)C(=O)NC6C(OC(=O)C(N(C(=O)CN(C(=O)C7CCCN7C(=O)C(NC6=O)C(C)C)C)C)C(C)C)C)N)C. Drug 2: CC1=C(C(=CC=C1)Cl)NC(=O)C2=CN=C(S2)NC3=CC(=NC(=N3)C)N4CCN(CC4)CCO. Cell line: SW-620. Synergy scores: CSS=2.15, Synergy_ZIP=-1.09, Synergy_Bliss=-1.36, Synergy_Loewe=-2.63, Synergy_HSA=-1.45. (8) Drug 1: CS(=O)(=O)CCNCC1=CC=C(O1)C2=CC3=C(C=C2)N=CN=C3NC4=CC(=C(C=C4)OCC5=CC(=CC=C5)F)Cl. Drug 2: CC(C)(C#N)C1=CC=C(C=C1)N2C3=C4C=C(C=CC4=NC=C3N(C2=O)C)C5=CC6=CC=CC=C6N=C5. Cell line: T-47D. Synergy scores: CSS=59.1, Synergy_ZIP=10.7, Synergy_Bliss=10.3, Synergy_Loewe=13.6, Synergy_HSA=15.2. (9) Drug 1: CC1=C(C=C(C=C1)NC2=NC=CC(=N2)N(C)C3=CC4=NN(C(=C4C=C3)C)C)S(=O)(=O)N.Cl. Drug 2: CN(C)C1=NC(=NC(=N1)N(C)C)N(C)C. Cell line: IGROV1. Synergy scores: CSS=3.36, Synergy_ZIP=0.104, Synergy_Bliss=-3.77, Synergy_Loewe=-3.95, Synergy_HSA=-3.81. (10) Drug 1: C1=NC2=C(N=C(N=C2N1C3C(C(C(O3)CO)O)O)F)N. Drug 2: CS(=O)(=O)CCNCC1=CC=C(O1)C2=CC3=C(C=C2)N=CN=C3NC4=CC(=C(C=C4)OCC5=CC(=CC=C5)F)Cl. Cell line: UACC62. Synergy scores: CSS=2.57, Synergy_ZIP=-2.49, Synergy_Bliss=-2.03, Synergy_Loewe=-4.69, Synergy_HSA=-2.95.